Task: Predict the reactants needed to synthesize the given product.. Dataset: Full USPTO retrosynthesis dataset with 1.9M reactions from patents (1976-2016) (1) Given the product [C:1]([O:5][C:6]([N:8]1[CH2:9][CH:10]([CH2:31][C:32]2[CH:37]=[CH:36][CH:35]=[CH:34][CH:33]=2)[CH:11]([CH2:13][N:14]([CH2:15][C:16]2[CH:21]=[CH:20][CH:19]=[C:18]([CH2:22][NH2:23])[CH:17]=2)[C:24]2[CH:25]=[CH:26][C:27]([Cl:30])=[CH:28][CH:29]=2)[CH2:12]1)=[O:7])([CH3:4])([CH3:2])[CH3:3], predict the reactants needed to synthesize it. The reactants are: [C:1]([O:5][C:6]([N:8]1[CH2:12][C@@H:11]([CH2:13][N:14]([C:24]2[CH:29]=[CH:28][C:27]([Cl:30])=[CH:26][CH:25]=2)[CH2:15][C:16]2[CH:21]=[CH:20][CH:19]=[C:18]([C:22]#[N:23])[CH:17]=2)[C@H:10]([CH2:31][C:32]2[CH:37]=[CH:36][CH:35]=[CH:34][CH:33]=2)[CH2:9]1)=[O:7])([CH3:4])([CH3:3])[CH3:2]. (2) Given the product [CH3:24][C:23]1[C:14]2=[C:13]3[C:18](=[CH:17][CH:16]=[C:15]2[O:19][CH2:20][CH2:21][N:22]=1)[N:10]([S:7]([C:1]1[CH:6]=[CH:5][CH:4]=[CH:3][CH:2]=1)(=[O:9])=[O:8])[CH:11]=[CH:12]3, predict the reactants needed to synthesize it. The reactants are: [C:1]1([S:7]([N:10]2[C:18]3[C:13](=[CH:14][C:15]([O:19][CH2:20][CH2:21][NH:22][C:23](=O)[CH3:24])=[CH:16][CH:17]=3)[CH:12]=[CH:11]2)(=[O:9])=[O:8])[CH:6]=[CH:5][CH:4]=[CH:3][CH:2]=1.P(Cl)(Cl)(Cl)=O. (3) Given the product [CH:3]12[N:8]([C:9]([O:11][CH2:12][C:13]3[CH:14]=[CH:15][CH:16]=[CH:17][CH:18]=3)=[O:10])[CH:6]([CH:5]=[CH:4]1)[CH2:7][CH2:2]2, predict the reactants needed to synthesize it. The reactants are: Br[CH:2]1[CH2:7][CH:6]2[N:8]([C:9]([O:11][CH2:12][C:13]3[CH:18]=[CH:17][CH:16]=[CH:15][CH:14]=3)=[O:10])[CH:3]1[CH2:4][CH2:5]2.C(O[K])(C)(C)C. (4) Given the product [C:48]([O:47][C:46]([NH:45][C@H:40]1[CH2:41][C@@H:42]([CH3:44])[CH2:43][N:38]([C:37]2[CH:36]=[CH:35][N:34]=[CH:33][C:32]=2[NH:31][C:28]([C:13]2[C:12]([NH:11][C:9](=[O:10])[O:8][CH2:1][C:2]3[CH:7]=[CH:6][CH:5]=[CH:4][CH:3]=3)=[CH:21][C:20]3[C:15](=[CH:16][C:17]([N:22]4[CH2:23][CH2:24][O:25][CH2:26][CH2:27]4)=[CH:18][CH:19]=3)[N:14]=2)=[O:29])[CH2:39]1)=[O:52])([CH3:49])([CH3:50])[CH3:51], predict the reactants needed to synthesize it. The reactants are: [CH2:1]([O:8][C:9]([NH:11][C:12]1[C:13]([C:28](O)=[O:29])=[N:14][C:15]2[C:20]([CH:21]=1)=[CH:19][CH:18]=[C:17]([N:22]1[CH2:27][CH2:26][O:25][CH2:24][CH2:23]1)[CH:16]=2)=[O:10])[C:2]1[CH:7]=[CH:6][CH:5]=[CH:4][CH:3]=1.[NH2:31][C:32]1[CH:33]=[N:34][CH:35]=[CH:36][C:37]=1[N:38]1[CH2:43][C@H:42]([CH3:44])[CH2:41][C@H:40]([NH:45][C:46](=[O:52])[O:47][C:48]([CH3:51])([CH3:50])[CH3:49])[CH2:39]1.CN(C(ON1N=NC2C=CC=NC1=2)=[N+](C)C)C.F[P-](F)(F)(F)(F)F.CCN(C(C)C)C(C)C. (5) The reactants are: [H-].[Na+].[OH:3][C:4]1[C:11]([CH3:12])=[CH:10][C:7]([C:8]#[N:9])=[CH:6][C:5]=1[CH3:13].[Cl:14][C:15]1[N:16]=[C:17](Cl)[C:18]2[S:23][CH:22]=[CH:21][C:19]=2[N:20]=1. Given the product [Cl:14][C:15]1[N:16]=[C:17]([O:3][C:4]2[C:5]([CH3:13])=[CH:6][C:7]([C:8]#[N:9])=[CH:10][C:11]=2[CH3:12])[C:18]2[S:23][CH:22]=[CH:21][C:19]=2[N:20]=1, predict the reactants needed to synthesize it. (6) Given the product [CH2:1]([O:8][C:9](=[O:32])[C@@H:10]([NH:24][C:25]([O:27][C:28]([CH3:29])([CH3:31])[CH3:30])=[O:26])[CH2:11][CH2:12][C:13]1[N:17]([C:37]2[CH:38]=[CH:39][C:34]([CH3:33])=[CH:35][CH:36]=2)[C:16]2[CH:18]=[C:19]([CH3:23])[C:20]([CH3:22])=[CH:21][C:15]=2[N:14]=1)[C:2]1[CH:7]=[CH:6][CH:5]=[CH:4][CH:3]=1, predict the reactants needed to synthesize it. The reactants are: [CH2:1]([O:8][C:9](=[O:32])[C@@H:10]([NH:24][C:25]([O:27][C:28]([CH3:31])([CH3:30])[CH3:29])=[O:26])[CH2:11][CH2:12][C:13]1[NH:17][C:16]2[CH:18]=[C:19]([CH3:23])[C:20]([CH3:22])=[CH:21][C:15]=2[N:14]=1)[C:2]1[CH:7]=[CH:6][CH:5]=[CH:4][CH:3]=1.[CH3:33][C:34]1[CH:39]=[CH:38][C:37](B(O)O)=[CH:36][CH:35]=1.N1C=CC=CC=1.